Dataset: Catalyst prediction with 721,799 reactions and 888 catalyst types from USPTO. Task: Predict which catalyst facilitates the given reaction. (1) Reactant: [NH2:1][C:2]1[NH:6][N:5]=[C:4]([CH3:7])[C:3]=1[C:8]1[S:9][C:10]2[CH:16]=[C:15]([S:17](Cl)(=[O:19])=[O:18])[CH:14]=[CH:13][C:11]=2[N:12]=1.[CH2:21]([NH2:29])[CH2:22][C:23]1[CH:28]=[CH:27][CH:26]=[CH:25][CH:24]=1.C[N:31]1CCOCC1. Product: [NH2:31][C:26]1[CH:27]=[CH:28][C:23]([CH2:22][CH2:21][NH:29][S:17]([C:15]2[CH:14]=[CH:13][C:11]3[N:12]=[C:8]([C:3]4[C:4]([CH3:7])=[N:5][NH:6][C:2]=4[NH2:1])[S:9][C:10]=3[CH:16]=2)(=[O:19])=[O:18])=[CH:24][CH:25]=1. The catalyst class is: 5. (2) The catalyst class is: 12. Product: [NH:18]([C:2]1[CH:7]=[C:6]([N:8]2[CH2:13][CH2:12][O:11][CH2:10][CH2:9]2)[N:5]=[C:4]([CH2:14][CH2:15][CH2:16][OH:17])[CH:3]=1)[NH2:19]. Reactant: Cl[C:2]1[CH:7]=[C:6]([N:8]2[CH2:13][CH2:12][O:11][CH2:10][CH2:9]2)[N:5]=[C:4]([CH2:14][CH2:15][CH2:16][OH:17])[CH:3]=1.[NH2:18][NH2:19]. (3) Reactant: [N:1]1[C:9]2[C:4](=[N:5][CH:6]=[CH:7][CH:8]=2)[S:3][C:2]=1[N:10]=[C:11](SC)SC.Cl.Cl.[NH2:18][CH2:19][C@@:20]1([OH:28])[CH:25]2[CH2:26][CH2:27][N:22]([CH2:23][CH2:24]2)[CH2:21]1.C(=O)([O-])[O-].[Cs+].[Cs+].O. Product: [N:1]1[C:9]2[C:4](=[N:5][CH:6]=[CH:7][CH:8]=2)[S:3][C:2]=1[NH:10][C:11]1[O:28][C@:20]2([CH2:19][N:18]=1)[CH:25]1[CH2:26][CH2:27][N:22]([CH2:23][CH2:24]1)[CH2:21]2. The catalyst class is: 3. (4) Reactant: C1C=CC2N(O)N=NC=2C=1.[O:11]1[CH2:16][CH2:15][O:14][CH2:13][CH:12]1[CH2:17][NH2:18].[CH3:19][N:20]1[CH:24]=[C:23]([N:25]2[CH:30]=[CH:29][C:28](=[O:31])[C:27]([CH2:32][C:33]3[CH:34]=[C:35]([C:39]4[N:44]=[CH:43][C:42]([C:45](O)=[O:46])=[CH:41][N:40]=4)[CH:36]=[CH:37][CH:38]=3)=[N:26]2)[CH:22]=[N:21]1.CCN(C(C)C)C(C)C. Product: [O:11]1[CH2:16][CH2:15][O:14][CH2:13][CH:12]1[CH2:17][NH:18][C:45]([C:42]1[CH:41]=[N:40][C:39]([C:35]2[CH:36]=[CH:37][CH:38]=[C:33]([CH2:32][C:27]3[C:28](=[O:31])[CH:29]=[CH:30][N:25]([C:23]4[CH:22]=[N:21][N:20]([CH3:19])[CH:24]=4)[N:26]=3)[CH:34]=2)=[N:44][CH:43]=1)=[O:46]. The catalyst class is: 3.